Dataset: Catalyst prediction with 721,799 reactions and 888 catalyst types from USPTO. Task: Predict which catalyst facilitates the given reaction. Reactant: [CH2:1]([O:3][C:4](=[O:24])[CH:5]([C:14]1[CH:19]=[CH:18][C:17]([O:20][CH3:21])=[CH:16][C:15]=1[O:22][CH3:23])[N:6]=[CH:7][C:8]1[CH:13]=[CH:12]C=CC=1)[CH3:2].[H-].[Na+].C([O:29]C(=O)CCCBr)C. Product: [CH2:1]([O:3][C:4]([C:5]1([C:14]2[CH:19]=[CH:18][C:17]([O:20][CH3:21])=[CH:16][C:15]=2[O:22][CH3:23])[CH2:12][CH2:13][CH2:8][C:7](=[O:29])[NH:6]1)=[O:24])[CH3:2]. The catalyst class is: 9.